Task: Predict which catalyst facilitates the given reaction.. Dataset: Catalyst prediction with 721,799 reactions and 888 catalyst types from USPTO Reactant: [CH2:1]([N:8]1[C:16]2[C:11](=[CH:12][C:13]([N+:17]([O-:19])=[O:18])=[CH:14][CH:15]=2)[CH:10]=[C:9]1[C:20]([O:22]CC)=[O:21])[C:2]1[CH:7]=[CH:6][CH:5]=[CH:4][CH:3]=1.[OH-].[Na+].O.Cl. Product: [CH2:1]([N:8]1[C:16]2[C:11](=[CH:12][C:13]([N+:17]([O-:19])=[O:18])=[CH:14][CH:15]=2)[CH:10]=[C:9]1[C:20]([OH:22])=[O:21])[C:2]1[CH:3]=[CH:4][CH:5]=[CH:6][CH:7]=1. The catalyst class is: 199.